From a dataset of Forward reaction prediction with 1.9M reactions from USPTO patents (1976-2016). Predict the product of the given reaction. (1) The product is: [NH2:7][C:8]1[CH:9]=[C:10]([CH:14]=[CH:15][C:16]=1[OH:17])[C:11]([O:13][CH3:3])=[O:12]. Given the reactants CO.[C:3](Cl)(=O)C.[NH2:7][C:8]1[CH:9]=[C:10]([CH:14]=[CH:15][C:16]=1[OH:17])[C:11]([OH:13])=[O:12].C(=O)([O-])O.[Na+], predict the reaction product. (2) Given the reactants [CH3:1][C@@H:2]1[CH2:7][CH2:6][C@H:5]([O:8][C:9]2[C:18]([C:19]([F:22])([F:21])[F:20])=[C:17]3[C:12]([CH:13]=[CH:14][C:15]([CH2:23]OS(C)(=O)=O)=[CH:16]3)=[CH:11][CH:10]=2)[CH2:4][CH2:3]1.CN(C)C=O.Cl.C(=O)([O-])[O-].[Cs+].[Cs+].O1CCCC1.[OH-].[Li+].O.C[O:50][C:51]([CH:53]1[CH2:59][CH:58]2[NH:60][CH:55]([CH2:56][CH2:57]2)[CH2:54]1)=[O:52], predict the reaction product. The product is: [CH3:1][C@@H:2]1[CH2:3][CH2:4][C@H:5]([O:8][C:9]2[C:18]([C:19]([F:20])([F:21])[F:22])=[C:17]3[C:12]([CH:13]=[CH:14][C:15]([CH2:23][N:60]4[CH:58]5[CH2:57][CH2:56][CH:55]4[CH2:54][CH:53]([C:51]([OH:50])=[O:52])[CH2:59]5)=[CH:16]3)=[CH:11][CH:10]=2)[CH2:6][CH2:7]1.